This data is from Catalyst prediction with 721,799 reactions and 888 catalyst types from USPTO. The task is: Predict which catalyst facilitates the given reaction. (1) The catalyst class is: 66. Reactant: [Cl:1][C:2]1[CH:3]=[CH:4][C:5]2[N:11]3[C:12]([C:15]([F:18])([F:17])[F:16])=[N:13][N:14]=[C:10]3[C@@H:9]([CH2:19][C:20]([OH:22])=O)[O:8][C@H:7]([C:23]3[CH:28]=[CH:27][CH:26]=[C:25]([O:29][CH3:30])[C:24]=3[Cl:31])[C:6]=2[CH:32]=1.Cl.[CH2:34](N=C=NCCCN(C)C)[CH3:35].O[N:46]1[C:50]2[CH:51]=[CH:52][CH:53]=CC=2N=N1.[C:55](=[O:58])([O-])[OH:56].[Na+].Cl[CH2:61]Cl. Product: [Cl:1][C:2]1[CH:3]=[CH:4][C:5]2[N:11]3[C:12]([C:15]([F:18])([F:17])[F:16])=[N:13][N:14]=[C:10]3[C@@H:9]([CH2:19][C:20]([NH:46][C@@H:50]([CH2:51][CH:52]([CH3:53])[CH3:61])[C:55]([O:56][CH2:34][CH3:35])=[O:58])=[O:22])[O:8][C@H:7]([C:23]3[CH:28]=[CH:27][CH:26]=[C:25]([O:29][CH3:30])[C:24]=3[Cl:31])[C:6]=2[CH:32]=1.[Cl:1][C:2]1[CH:3]=[CH:4][C:5]2[N:11]3[C:12]([C:15]([F:18])([F:17])[F:16])=[N:13][N:14]=[C:10]3[C@H:9]([CH2:19][C:20]([NH:46][C@@H:50]([CH2:51][CH:52]([CH3:53])[CH3:61])[C:55]([O:56][CH2:34][CH3:35])=[O:58])=[O:22])[O:8][C@@H:7]([C:23]3[CH:28]=[CH:27][CH:26]=[C:25]([O:29][CH3:30])[C:24]=3[Cl:31])[C:6]=2[CH:32]=1. (2) Reactant: [Cl:1][C:2]1[C:7]([NH2:8])=[C:6]([CH3:9])[CH:5]=[CH:4][N:3]=1.[N:10]([O-])=O.[Na+]. Product: [Cl:1][C:2]1[N:3]=[CH:4][CH:5]=[C:6]2[CH:9]=[N:10][NH:8][C:7]=12. The catalyst class is: 86. (3) Reactant: C1(P([N:15]=[N+:16]=[N-])(C2C=CC=CC=2)=O)C=CC=CC=1.[CH2:18]1[CH2:28][CH2:27][N:26]2[C:21](=[N:22][CH2:23][CH2:24][CH2:25]2)[CH2:20][CH2:19]1.[C:29]1(C)C=CC=CC=1.C1COCC1. Product: [N:26]([CH:27]1[CH2:28][CH2:18][C:19]([C:20]2[CH:21]=[N:22][CH:23]=[CH:24][CH:25]=2)=[CH:29]1)=[N+:15]=[N-:16]. The catalyst class is: 226.